From a dataset of Forward reaction prediction with 1.9M reactions from USPTO patents (1976-2016). Predict the product of the given reaction. Given the reactants Cl[C:2]1[N:7]=[CH:6][C:5]2[C:8]([NH2:30])=[N:9][N:10]([C:11]([C:24]3[CH:29]=[CH:28][CH:27]=[CH:26][CH:25]=3)([C:18]3[CH:23]=[CH:22][CH:21]=[CH:20][CH:19]=3)[C:12]3[CH:17]=[CH:16][CH:15]=[CH:14][CH:13]=3)[C:4]=2[CH:3]=1.[C:31]1([C@H:37]([NH:39][C:40]([NH2:42])=[O:41])[CH3:38])[CH:36]=[CH:35][CH:34]=[CH:33][CH:32]=1.C(=O)([O-])[O-].[Cs+].[Cs+], predict the reaction product. The product is: [NH2:30][C:8]1[C:5]2[CH:6]=[N:7][C:2]([NH:42][C:40]([NH:39][C@@H:37]([C:31]3[CH:36]=[CH:35][CH:34]=[CH:33][CH:32]=3)[CH3:38])=[O:41])=[CH:3][C:4]=2[N:10]([C:11]([C:18]2[CH:19]=[CH:20][CH:21]=[CH:22][CH:23]=2)([C:12]2[CH:17]=[CH:16][CH:15]=[CH:14][CH:13]=2)[C:24]2[CH:29]=[CH:28][CH:27]=[CH:26][CH:25]=2)[N:9]=1.